Dataset: Full USPTO retrosynthesis dataset with 1.9M reactions from patents (1976-2016). Task: Predict the reactants needed to synthesize the given product. Given the product [Si:29]([O:36][CH2:37][C@@H:38]([C:40]1[CH:45]=[CH:44][CH:43]=[CH:42][C:41]=1[Cl:46])[O:28][C:21]1[CH:20]=[C:19]([N:18]2[C:12]3[CH:11]=[C:10]([CH2:9][O:8][Si:1]([C:4]([CH3:5])([CH3:6])[CH3:7])([CH3:2])[CH3:3])[N:15]=[CH:14][C:13]=3[N:16]=[CH:17]2)[S:23][C:22]=1[C:24]([O:26][CH3:27])=[O:25])([C:32]([CH3:34])([CH3:35])[CH3:33])([CH3:31])[CH3:30], predict the reactants needed to synthesize it. The reactants are: [Si:1]([O:8][CH2:9][C:10]1[N:15]=[CH:14][C:13]2[N:16]=[CH:17][N:18]([C:19]3[S:23][C:22]([C:24]([O:26][CH3:27])=[O:25])=[C:21]([OH:28])[CH:20]=3)[C:12]=2[CH:11]=1)([C:4]([CH3:7])([CH3:6])[CH3:5])([CH3:3])[CH3:2].[Si:29]([O:36][CH2:37][C@H:38]([C:40]1[CH:45]=[CH:44][CH:43]=[CH:42][C:41]=1[Cl:46])O)([C:32]([CH3:35])([CH3:34])[CH3:33])([CH3:31])[CH3:30].ClC1C=CC=CC=1[C@H](O)C(O)=O.[H-].[H-].[H-].[H-].[Li+].[Al+3].[Si](Cl)(C(C)(C)C)(C)C.C1(P(C2C=CC=CC=2)C2C=CC=CC=2)C=CC=CC=1.N(C(OC(C)(C)C)=O)=NC(OC(C)(C)C)=O.